Predict which catalyst facilitates the given reaction. From a dataset of Catalyst prediction with 721,799 reactions and 888 catalyst types from USPTO. (1) Reactant: [NH2:1][C@H:2]([CH2:7][OH:8])[CH2:3][CH:4]([CH3:6])[CH3:5].[CH2:9]1[CH2:15][S:12](=[O:14])(=[O:13])[O:11][CH2:10]1. Product: [OH:8][CH2:7][C@@H:2]([NH:1][CH2:10][CH2:9][CH2:15][S:12]([OH:14])(=[O:13])=[O:11])[CH2:3][CH:4]([CH3:6])[CH3:5]. The catalyst class is: 1. (2) Reactant: [CH3:1][C:2]1[CH:28]=[C:27]([N:29]2[C:33]([CH3:34])=[C:32]([CH3:35])[C:31]([CH3:36])=[N:30]2)[CH:26]=[CH:25][C:3]=1[O:4][CH2:5][C:6]1[C:11]([C:12]#[C:13][Si](C)(C)C)=[CH:10][CH:9]=[CH:8][C:7]=1[N:18]1[C:22](=[O:23])[N:21]([CH3:24])[N:20]=[N:19]1.C(=O)([O-])[O-].[K+].[K+].C(Cl)(Cl)Cl. Product: [C:12]([C:11]1[C:6]([CH2:5][O:4][C:3]2[CH:25]=[CH:26][C:27]([N:29]3[C:33]([CH3:34])=[C:32]([CH3:35])[C:31]([CH3:36])=[N:30]3)=[CH:28][C:2]=2[CH3:1])=[C:7]([N:18]2[C:22](=[O:23])[N:21]([CH3:24])[N:20]=[N:19]2)[CH:8]=[CH:9][CH:10]=1)#[CH:13]. The catalyst class is: 5. (3) Reactant: [OH:1][C:2]1[CH:17]=[CH:16][C:5]([CH2:6][CH:7]([C:13](=O)[CH3:14])[C:8](OCC)=[O:9])=[C:4]([O:18][CH3:19])[CH:3]=1.C(=O)(O)O.[NH2:24][C:25]([NH2:27])=[NH:26]. Product: [NH2:27][C:25]1[N:26]=[C:8]([OH:9])[C:7]([CH2:6][C:5]2[CH:16]=[CH:17][C:2]([OH:1])=[CH:3][C:4]=2[O:18][CH3:19])=[C:13]([CH3:14])[N:24]=1. The catalyst class is: 14. (4) Reactant: [N:1]1([C:6]([C@@H:8]2[CH2:13][CH2:12][CH2:11][N:10]([C:14]3[N:19]=[C:18]4[NH:20][C:21]([C:23]5[CH:24]=[C:25]([CH:28]=[CH:29][CH:30]=5)[C:26]#[N:27])=[N:22][C:17]4=[CH:16][CH:15]=3)[CH2:9]2)=[O:7])[CH2:5][CH2:4][CH2:3][CH2:2]1.[N-:31]=[N+:32]=[N-:33].[Na+].II. Product: [N:27]1[NH:31][N:32]=[N:33][C:26]=1[C:25]1[CH:24]=[C:23]([C:21]2[NH:20][C:18]3=[N:19][C:14]([N:10]4[CH2:11][CH2:12][CH2:13][C@@H:8]([C:6]([N:1]5[CH2:2][CH2:3][CH2:4][CH2:5]5)=[O:7])[CH2:9]4)=[CH:15][CH:16]=[C:17]3[N:22]=2)[CH:30]=[CH:29][CH:28]=1. The catalyst class is: 9.